The task is: Predict the reactants needed to synthesize the given product.. This data is from Full USPTO retrosynthesis dataset with 1.9M reactions from patents (1976-2016). (1) Given the product [ClH:34].[NH:29]1[CH2:32][CH:31]([NH:33][C:2]2[CH:3]=[C:4]3[C:9](=[CH:10][CH:11]=2)[C:8](=[O:12])[NH:7][CH:6]=[CH:5]3)[CH2:30]1, predict the reactants needed to synthesize it. The reactants are: Br[C:2]1[CH:3]=[C:4]2[C:9](=[CH:10][CH:11]=1)[C:8](=[O:12])[N:7](CC1C=CC(OC)=CC=1)[CH:6]=[CH:5]2.C(OC([N:29]1[CH2:32][CH:31]([NH2:33])[CH2:30]1)=O)(C)(C)C.[ClH:34].C1C2C(=CC(NC3CCNCC3)=CC=2)C=CN=1. (2) The reactants are: [C:1]([C:3]1[N:4]=[C:5]([O:13][C@H:14]2[C@H:18]([CH3:19])[CH2:17][N:16]([C:20]([O:22][C:23]([CH3:26])([CH3:25])[CH3:24])=[O:21])[CH2:15]2)[C:6]2[C:11]([CH:12]=1)=[CH:10][CH:9]=[CH:8][CH:7]=2)#[N:2].[NH:27]([C:29]([O:31]CC)=O)N.C1CCN2C(=[N:38]CCC2)CC1. Given the product [CH3:19][C@H:18]1[C@H:14]([O:13][C:5]2[C:6]3[C:11](=[CH:10][CH:9]=[CH:8][CH:7]=3)[CH:12]=[C:3]([C:1]3[NH:27][C:29](=[O:31])[NH:38][N:2]=3)[N:4]=2)[CH2:15][N:16]([C:20]([O:22][C:23]([CH3:25])([CH3:24])[CH3:26])=[O:21])[CH2:17]1, predict the reactants needed to synthesize it. (3) Given the product [Cl:20][C:9]1[CH:10]=[CH:11][CH:12]=[C:13]([O:14][C@H:15]([CH2:17][CH:18]=[CH2:19])[CH3:16])[C:8]=1[C:6]1[C:5]([F:21])=[CH:4][CH:3]=[C:2]([B:25]2[O:26][C:27]([CH3:29])([CH3:28])[C:23]([CH3:39])([CH3:22])[O:24]2)[CH:7]=1, predict the reactants needed to synthesize it. The reactants are: Br[C:2]1[CH:3]=[CH:4][C:5]([F:21])=[C:6]([C:8]2[C:13]([O:14][C@H:15]([CH2:17][CH:18]=[CH2:19])[CH3:16])=[CH:12][CH:11]=[CH:10][C:9]=2[Cl:20])[CH:7]=1.[CH3:22][C:23]1([CH3:39])[C:27]([CH3:29])([CH3:28])[O:26][B:25]([B:25]2[O:26][C:27]([CH3:29])([CH3:28])[C:23]([CH3:39])([CH3:22])[O:24]2)[O:24]1.C([O-])(=O)C.[K+]. (4) The reactants are: C([O:4][CH2:5][C:6]([CH3:47])([CH3:46])[CH2:7][N:8]1[C:14]2[CH:15]=[CH:16][C:17]([Cl:19])=[CH:18][C:13]=2[C@@H:12]([C:20]2[CH:25]=[CH:24][CH:23]=[C:22]([O:26][CH3:27])[C:21]=2[O:28][CH3:29])[O:11][C@H:10]([CH2:30][C:31]([NH:33][C:34]2[CH:35]=[C:36]([CH:41]=[CH:42][C:43]=2[CH3:44])[C:37]([O:39]C)=[O:38])=[O:32])[C:9]1=[O:45])(=O)C.[OH-].[Na+].C(O)C. Given the product [Cl:19][C:17]1[CH:16]=[CH:15][C:14]2[N:8]([CH2:7][C:6]([CH3:46])([CH3:47])[CH2:5][OH:4])[C:9](=[O:45])[C@@H:10]([CH2:30][C:31]([NH:33][C:34]3[CH:35]=[C:36]([CH:41]=[CH:42][C:43]=3[CH3:44])[C:37]([OH:39])=[O:38])=[O:32])[O:11][C@H:12]([C:20]3[CH:25]=[CH:24][CH:23]=[C:22]([O:26][CH3:27])[C:21]=3[O:28][CH3:29])[C:13]=2[CH:18]=1, predict the reactants needed to synthesize it.